This data is from Full USPTO retrosynthesis dataset with 1.9M reactions from patents (1976-2016). The task is: Predict the reactants needed to synthesize the given product. (1) Given the product [CH3:18][N:3]1[C:4]2[CH:9]=[CH:8][C:7]([C:10]([O:12][CH3:13])=[O:11])=[CH:6][C:5]=2[N:1]=[CH:2]1, predict the reactants needed to synthesize it. The reactants are: [NH:1]1[C:5]2[CH:6]=[C:7]([C:10]([O:12][CH3:13])=[O:11])[CH:8]=[CH:9][C:4]=2[N:3]=[CH:2]1.[H-].[Na+].CI.[CH3:18]N1C2C=C(C(OC)=O)C=CC=2N=C1. (2) Given the product [Li+:23].[F:21][C:8]([F:7])([F:20])[C:9]1[S:13][C:12]([N:14]2[CH2:19][CH2:18][N:17]([CH2:5][CH2:4][C:3]([O-:2])=[O:6])[CH2:16][CH2:15]2)=[N:11][N:10]=1, predict the reactants needed to synthesize it. The reactants are: C[O:2][C:3](=[O:6])[CH:4]=[CH2:5].[F:7][C:8]([F:21])([F:20])[C:9]1[S:13][C:12]([N:14]2[CH2:19][CH2:18][NH:17][CH2:16][CH2:15]2)=[N:11][N:10]=1.[OH-].[Li+:23].